From a dataset of Forward reaction prediction with 1.9M reactions from USPTO patents (1976-2016). Predict the product of the given reaction. (1) Given the reactants Cl.[CH3:2][N:3]1[CH2:8][CH2:7][CH:6]([O:9][C:10]2[CH:11]=[C:12]3[C:16](=[CH:17][CH:18]=2)[CH2:15][NH:14][CH2:13]3)[CH2:5][CH2:4]1.[OH:19][C:20]1[CH:28]=[C:27]2[C:23]([C:24]([CH2:29][CH2:30][CH:31]([CH3:33])[CH3:32])=[N:25][NH:26]2)=[CH:22][C:21]=1[C:34](O)=[O:35], predict the reaction product. The product is: [OH:19][C:20]1[CH:28]=[C:27]2[C:23]([C:24]([CH2:29][CH2:30][CH:31]([CH3:32])[CH3:33])=[N:25][NH:26]2)=[CH:22][C:21]=1[C:34]([N:14]1[CH2:13][C:12]2[C:16](=[CH:17][CH:18]=[C:10]([O:9][CH:6]3[CH2:5][CH2:4][N:3]([CH3:2])[CH2:8][CH2:7]3)[CH:11]=2)[CH2:15]1)=[O:35]. (2) Given the reactants [F:1][C:2]1[CH:3]=[C:4]([C:8](=[O:15])[CH2:9][C:10]([O:12][CH2:13][CH3:14])=[O:11])[CH:5]=[CH:6][CH:7]=1.CO[CH:18](OC)[N:19]([CH3:21])[CH3:20], predict the reaction product. The product is: [CH3:18][N:19]([CH3:21])[CH:20]=[C:9]([C:8](=[O:15])[C:4]1[CH:5]=[CH:6][CH:7]=[C:2]([F:1])[CH:3]=1)[C:10]([O:12][CH2:13][CH3:14])=[O:11]. (3) Given the reactants [CH:1]1([C:4]2[CH:5]=[N:6][C:7]([NH:10][C:11]3[CH:16]=[CH:15][C:14]([C@H:17]4[O:22][CH2:21][CH2:20][N:19](C(OC(C)(C)C)=O)[CH2:18]4)=[C:13]([F:30])[CH:12]=3)=[N:8][CH:9]=2)[CH2:3][CH2:2]1.FC(F)(F)C(O)=O.CCOC(C)=O, predict the reaction product. The product is: [CH:1]1([C:4]2[CH:5]=[N:6][C:7]([NH:10][C:11]3[CH:16]=[CH:15][C:14]([C@H:17]4[O:22][CH2:21][CH2:20][NH:19][CH2:18]4)=[C:13]([F:30])[CH:12]=3)=[N:8][CH:9]=2)[CH2:3][CH2:2]1.